This data is from Reaction yield outcomes from USPTO patents with 853,638 reactions. The task is: Predict the reaction yield, written as a fraction of the theoretical maximum amount of product (1.0 means a 100% yield; for example, 0.34 means a 34% yield). (1) The reactants are CCN(C(C)C)C(C)C.OC(C(F)(F)F)=O.[NH2:17][CH2:18][C:19]([N:21]1[CH2:26][CH2:25][N:24]([C:27](=[O:38])[C:28]2[CH:33]=[CH:32][CH:31]=[CH:30][C:29]=2[C:34]([F:37])([F:36])[F:35])[CH2:23][CH2:22]1)=[O:20].C1C=CC2N(O)N=NC=2C=1.CCN=C=NCCCN(C)C.Cl.[F:61][C:62]([F:78])([F:77])[C:63]1[CH:64]=[C:65]([C:69]2[O:73][C:72]([C:74](O)=[O:75])=[CH:71][CH:70]=2)[CH:66]=[CH:67][CH:68]=1. The catalyst is CN(C=O)C.O. The product is [O:20]=[C:19]([N:21]1[CH2:22][CH2:23][N:24]([C:27](=[O:38])[C:28]2[CH:33]=[CH:32][CH:31]=[CH:30][C:29]=2[C:34]([F:37])([F:35])[F:36])[CH2:25][CH2:26]1)[CH2:18][NH:17][C:74]([C:72]1[O:73][C:69]([C:65]2[CH:66]=[CH:67][CH:68]=[C:63]([C:62]([F:78])([F:61])[F:77])[CH:64]=2)=[CH:70][CH:71]=1)=[O:75]. The yield is 0.370. (2) The reactants are [C:1]([C:5]1[S:9][C:8]([NH:10][S:11]([C:14]2[CH:19]=[CH:18][C:17]([NH:20]C(=O)C)=[CH:16][CH:15]=2)(=[O:13])=[O:12])=[N:7][N:6]=1)([CH3:4])([CH3:3])[CH3:2].C([O-])([O-])=O.[Na+].[Na+]. The catalyst is Cl. The product is [NH2:20][C:17]1[CH:18]=[CH:19][C:14]([S:11]([NH:10][C:8]2[S:9][C:5]([C:1]([CH3:4])([CH3:3])[CH3:2])=[N:6][N:7]=2)(=[O:13])=[O:12])=[CH:15][CH:16]=1. The yield is 0.740. (3) The reactants are [CH3:1][C:2]1[S:6][C:5]2[CH:7]=[C:8]3[C:13](=[C:14]([C:15]4[CH:20]=[C:19]([CH3:21])[C:18]([OH:22])=[C:17]([CH3:23])[CH:16]=4)[C:4]=2[C:3]=1[CH3:24])[CH:12]=[CH:11][CH:10]=[CH:9]3.[C:25](OC(=O)C)(=[O:27])[CH3:26]. The catalyst is N1C=CC=CC=1. The product is [CH3:1][C:2]1[S:6][C:5]2[CH:7]=[C:8]3[C:13](=[C:14]([C:15]4[CH:20]=[C:19]([CH3:21])[C:18]([O:22][C:25](=[O:27])[CH3:26])=[C:17]([CH3:23])[CH:16]=4)[C:4]=2[C:3]=1[CH3:24])[CH:12]=[CH:11][CH:10]=[CH:9]3. The yield is 0.790. (4) The reactants are [OH-].[OH-].[C:3]1([B+2])[CH:8]=[CH:7][CH:6]=[CH:5][CH:4]=1.[F-].[Cs+].Cl[C:13]1[CH:18]=[CH:17][C:16](C)=[CH:15][CH:14]=1.O1CCOC[CH2:21]1. The catalyst is C([O-])(=O)C.[Pd+2].C([O-])(=O)C.C1(P(C2CCCCC2)C2C=CC3C(=CC=CC=3)C=2C2C3C(=CC=CC=3)C=CC=2P(C2CCCCC2)C2CCCCC2)CCCCC1. The product is [CH3:21][C:3]1[CH:8]=[CH:7][C:6]([C:13]2[CH:18]=[CH:17][CH:16]=[CH:15][CH:14]=2)=[CH:5][CH:4]=1. The yield is 0.930. (5) The reactants are [CH3:1][O:2][C:3](=[O:14])[CH:4]=[CH:5][C:6]1[CH:7]=[N:8][C:9]([O:12][CH3:13])=[CH:10][CH:11]=1.C(Cl)Cl. The catalyst is [Pd].CCO. The product is [CH3:1][O:2][C:3](=[O:14])[CH2:4][CH2:5][C:6]1[CH:7]=[N:8][C:9]([O:12][CH3:13])=[CH:10][CH:11]=1. The yield is 0.930.